From a dataset of Forward reaction prediction with 1.9M reactions from USPTO patents (1976-2016). Predict the product of the given reaction. Given the reactants Br[C:2]1[CH:3]=[N:4][C:5]2[C:10]([CH:11]=1)=[CH:9][CH:8]=[N:7][C:6]=2[Cl:12].CCN(C(C)C)C(C)C.CC1(C)C2C(=C(P(C3C=CC=CC=3)C3C=CC=CC=3)C=CC=2)OC2C(P(C3C=CC=CC=3)C3C=CC=CC=3)=CC=CC1=2.[CH2:64]([SH:71])[C:65]1[CH:70]=[CH:69][CH:68]=[CH:67][CH:66]=1, predict the reaction product. The product is: [CH2:64]([S:71][C:2]1[CH:3]=[N:4][C:5]2[C:10]([CH:11]=1)=[CH:9][CH:8]=[N:7][C:6]=2[Cl:12])[C:65]1[CH:70]=[CH:69][CH:68]=[CH:67][CH:66]=1.